Dataset: Full USPTO retrosynthesis dataset with 1.9M reactions from patents (1976-2016). Task: Predict the reactants needed to synthesize the given product. (1) The reactants are: [F:1][C:2]([S:5][C:6]1[CH:27]=[CH:26][CH:25]=[CH:24][C:7]=1[CH2:8][O:9][C:10]1[CH:15]=[CH:14][C:13]([C:16]2[CH:20]=[C:19]([C:21]([NH2:23])=[O:22])[O:18][N:17]=2)=[CH:12][CH:11]=1)([F:4])[F:3].C1C=C(Cl)C=C(C(OO)=[O:36])C=1. Given the product [F:4][C:2]([F:1])([F:3])[S:5]([C:6]1[CH:27]=[CH:26][CH:25]=[CH:24][C:7]=1[CH2:8][O:9][C:10]1[CH:15]=[CH:14][C:13]([C:16]2[CH:20]=[C:19]([C:21]([NH2:23])=[O:22])[O:18][N:17]=2)=[CH:12][CH:11]=1)=[O:36], predict the reactants needed to synthesize it. (2) Given the product [I:34][C:31]1[CH:30]=[CH:29][C:28]([C:25]2[NH:24][C:23]([C@@H:14]([N:11]3[C:12](=[O:13])[C@@H:8]([CH2:7][C:6]([OH:36])=[O:5])[NH:9][C:10]3=[O:35])[C@H:15]([C:17]3[CH:22]=[CH:21][CH:20]=[CH:19][CH:18]=3)[CH3:16])=[N:27][CH:26]=2)=[CH:33][CH:32]=1, predict the reactants needed to synthesize it. The reactants are: C([O:5][C:6](=[O:36])[CH2:7][C@@H:8]1[C:12](=[O:13])[N:11]([C@H:14]([C:23]2[NH:24][C:25]([C:28]3[CH:33]=[CH:32][C:31]([I:34])=[CH:30][CH:29]=3)=[CH:26][N:27]=2)[C@H:15]([C:17]2[CH:22]=[CH:21][CH:20]=[CH:19][CH:18]=2)[CH3:16])[C:10](=[O:35])[NH:9]1)(C)(C)C.Cl.O1CCOCC1. (3) Given the product [Cl:1][C:2]1[CH:7]=[CH:6][C:5]([NH:8][C:9]2[N:17]=[C:16]([N:18]3[C:30]([CH3:31])=[CH:29][C:21]([C:22]4[CH:27]=[CH:26][CH:25]=[CH:24][CH:23]=4)=[N:19]3)[N:15]=[C:14]3[C:10]=2[N:11]=[CH:12][N:13]3[CH3:20])=[CH:4][CH:3]=1, predict the reactants needed to synthesize it. The reactants are: [Cl:1][C:2]1[CH:7]=[CH:6][C:5]([NH:8][C:9]2[N:17]=[C:16]([NH:18][NH2:19])[N:15]=[C:14]3[C:10]=2[N:11]=[CH:12][N:13]3[CH3:20])=[CH:4][CH:3]=1.[C:21]([CH2:29][C:30](=O)[CH3:31])(=O)[C:22]1[CH:27]=[CH:26][CH:25]=[CH:24][CH:23]=1. (4) Given the product [S:21]1[CH:25]=[CH:24][N:23]=[C:22]1[NH:26][C:12](=[O:14])[CH:11]([N:7]1[C:8]2[C:4](=[CH:3][C:2]([Br:1])=[CH:10][CH:9]=2)[C:5](=[O:20])[C:6]1=[O:19])[CH2:15][CH:16]([CH3:18])[CH3:17], predict the reactants needed to synthesize it. The reactants are: [Br:1][C:2]1[CH:3]=[C:4]2[C:8](=[CH:9][CH:10]=1)[N:7]([CH:11]([CH2:15][CH:16]([CH3:18])[CH3:17])[C:12]([OH:14])=O)[C:6](=[O:19])[C:5]2=[O:20].[S:21]1[CH:25]=[CH:24][N:23]=[C:22]1[NH2:26].C(N(CC)C(C)C)(C)C.F[P-](F)(F)(F)(F)F.N1(O[P+](N(C)C)(N(C)C)N(C)C)C2C=CC=CC=2N=N1. (5) Given the product [Cl:17][C:3]1[C:4]([NH:8][C:9]2[CH2:14][CH2:13][CH2:12][C:11](=[O:15])[C:10]=2[CH3:16])=[CH:5][CH:6]=[CH:7][C:2]=1[NH:1][C:22](=[O:23])/[CH:21]=[CH:20]\[C:19]([OH:24])=[O:18], predict the reactants needed to synthesize it. The reactants are: [NH2:1][C:2]1[C:3]([Cl:17])=[C:4]([NH:8][C:9]2[CH2:14][CH2:13][CH2:12][C:11](=[O:15])[C:10]=2[CH3:16])[CH:5]=[CH:6][CH:7]=1.[O:18]1[C:22](=[O:23])[CH:21]=[CH:20][C:19]1=[O:24].CC(O)=O. (6) The reactants are: [CH3:1][C:2]1[N:7]=[C:6]2[S:8][C:9]3[CH2:14][CH2:13][CH2:12][CH2:11][C:10]=3[C:5]2=[C:4]([C:15]2[CH:20]=[CH:19][C:18]([CH3:21])=[CH:17][CH:16]=2)[C:3]=1[CH:22]([CH2:27][C:28]([CH3:31])([CH3:30])[CH3:29])[C:23]([O:25]C)=[O:24].[OH-].[Na+].C(O)C. Given the product [CH3:1][C:2]1[N:7]=[C:6]2[S:8][C:9]3[CH2:14][CH2:13][CH2:12][CH2:11][C:10]=3[C:5]2=[C:4]([C:15]2[CH:16]=[CH:17][C:18]([CH3:21])=[CH:19][CH:20]=2)[C:3]=1[CH:22]([CH2:27][C:28]([CH3:31])([CH3:30])[CH3:29])[C:23]([OH:25])=[O:24], predict the reactants needed to synthesize it. (7) Given the product [CH3:1][C:2]1[CH:3]=[CH:4][C:5]([C:8]2[O:12][N:11]=[CH:10][C:9]=2[C:13]([N:26]2[CH2:25][CH2:24][CH:23]([O:22][C:21]3[CH:20]=[CH:19][C:18]([C:17]([F:16])([F:31])[F:32])=[CH:30][CH:29]=3)[CH2:28][CH2:27]2)=[O:15])=[CH:6][CH:7]=1, predict the reactants needed to synthesize it. The reactants are: [CH3:1][C:2]1[CH:7]=[CH:6][C:5]([C:8]2[O:12][N:11]=[CH:10][C:9]=2[C:13]([OH:15])=O)=[CH:4][CH:3]=1.[F:16][C:17]([F:32])([F:31])[C:18]1[CH:30]=[CH:29][C:21]([O:22][CH:23]2[CH2:28][CH2:27][NH:26][CH2:25][CH2:24]2)=[CH:20][CH:19]=1.